Dataset: Forward reaction prediction with 1.9M reactions from USPTO patents (1976-2016). Task: Predict the product of the given reaction. (1) Given the reactants O[CH2:2][C@@H:3]1[CH2:12][C:11]2[C:6](=[CH:7][CH:8]=[CH:9][CH:10]=2)[CH2:5][N:4]1[C:13]([O:15][CH2:16][C:17]1[CH:22]=[CH:21][CH:20]=[CH:19][CH:18]=1)=[O:14].C1(P([N:37]=[N+:38]=[N-:39])(C2C=CC=CC=2)=O)C=CC=CC=1.C1(P(C2C=CC=CC=2)C2C=CC=CC=2)C=CC=CC=1, predict the reaction product. The product is: [N:37]([CH2:2][C@@H:3]1[CH2:12][C:11]2[C:6](=[CH:7][CH:8]=[CH:9][CH:10]=2)[CH2:5][N:4]1[C:13]([O:15][CH2:16][C:17]1[CH:22]=[CH:21][CH:20]=[CH:19][CH:18]=1)=[O:14])=[N+:38]=[N-:39]. (2) Given the reactants [C:1]([O:5][C:6]([N:8]1[CH2:13][CH2:12][CH2:11][C@H:10]([C:14]([OH:16])=O)[CH2:9]1)=[O:7])([CH3:4])([CH3:3])[CH3:2].CN(C(ON1N=NC2C=CC=NC1=2)=[N+](C)C)C.F[P-](F)(F)(F)(F)F.[Cl:41][C:42]1[C:43]([C:49]2[CH:54]=[CH:53][CH:52]=[C:51]([NH:55][CH2:56][C:57]3[CH:62]=[CH:61][CH:60]=[C:59]([F:63])[CH:58]=3)[N:50]=2)=[CH:44][C:45]([NH2:48])=[N:46][CH:47]=1.CCN(C(C)C)C(C)C, predict the reaction product. The product is: [C:1]([O:5][C:6]([N:8]1[CH2:13][CH2:12][CH2:11][C@H:10]([C:14](=[O:16])[NH:48][C:45]2[CH:44]=[C:43]([C:49]3[CH:54]=[CH:53][CH:52]=[C:51]([NH:55][CH2:56][C:57]4[CH:62]=[CH:61][CH:60]=[C:59]([F:63])[CH:58]=4)[N:50]=3)[C:42]([Cl:41])=[CH:47][N:46]=2)[CH2:9]1)=[O:7])([CH3:2])([CH3:3])[CH3:4]. (3) Given the reactants [OH-].[Li+].[CH3:3][O:4][C:5]1[CH:6]=[C:7]([CH:10]=[CH:11][C:12]=1[N:13]1[CH:17]=[C:16]([CH3:18])[N:15]=[CH:14]1)[CH:8]=O.[F:19][C:20]1[CH:25]=[C:24]([F:26])[C:23]([F:27])=[CH:22][C:21]=1[C@H:28]1[N:36]2[C@@H:31]([CH2:32][CH2:33][CH:34](P(=O)(OCC)OCC)[C:35]2=[O:37])[CH2:30][CH2:29]1.C(O)C, predict the reaction product. The product is: [F:19][C:20]1[CH:25]=[C:24]([F:26])[C:23]([F:27])=[CH:22][C:21]=1[C@H:28]1[N:36]2[C@@H:31]([CH2:32][CH2:33]/[C:34](=[CH:8]\[C:7]3[CH:10]=[CH:11][C:12]([N:13]4[CH:17]=[C:16]([CH3:18])[N:15]=[CH:14]4)=[C:5]([O:4][CH3:3])[CH:6]=3)/[C:35]2=[O:37])[CH2:30][CH2:29]1. (4) Given the reactants [Cl-].O[NH3+:3].[C:4](=[O:7])([O-])[OH:5].[Na+].CS(C)=O.[CH2:13]([C:15]1[S:51][C:18]2[N:19]([CH2:36][C:37]3[CH:42]=[CH:41][C:40]([C:43]4[C:44]([C:49]#[N:50])=[CH:45][CH:46]=[CH:47][CH:48]=4)=[CH:39][CH:38]=3)[C:20](=[O:35])[N:21]([CH2:24][C:25]([C:27]3[CH:32]=[CH:31][C:30]([O:33][CH3:34])=[CH:29][CH:28]=3)=[O:26])[C:22](=[O:23])[C:17]=2[CH:16]=1)[CH3:14], predict the reaction product. The product is: [CH2:13]([C:15]1[S:51][C:18]2[N:19]([CH2:36][C:37]3[CH:42]=[CH:41][C:40]([C:43]4[CH:48]=[CH:47][CH:46]=[CH:45][C:44]=4[C:49]4[NH:3][C:4](=[O:7])[O:5][N:50]=4)=[CH:39][CH:38]=3)[C:20](=[O:35])[N:21]([CH2:24][C:25]([C:27]3[CH:28]=[CH:29][C:30]([O:33][CH3:34])=[CH:31][CH:32]=3)=[O:26])[C:22](=[O:23])[C:17]=2[CH:16]=1)[CH3:14]. (5) Given the reactants C([N:8]1[CH2:12][CH2:11][C:10]([C:17]2[CH:22]=[C:21]([Cl:23])[C:20]([F:24])=[C:19]([Cl:25])[CH:18]=2)([C:13]([F:16])([F:15])[F:14])[CH2:9]1)C1C=CC=CC=1.ClC(OC(Cl)C)=O.O, predict the reaction product. The product is: [Cl:25][C:19]1[CH:18]=[C:17]([C:10]2([C:13]([F:16])([F:15])[F:14])[CH2:11][CH2:12][NH:8][CH2:9]2)[CH:22]=[C:21]([Cl:23])[C:20]=1[F:24]. (6) Given the reactants [N:1]1[CH:6]=[CH:5][CH:4]=[C:3]([CH2:7][C:8]([OH:10])=O)[CH:2]=1.[P:11]([OH:14])([OH:13])[OH:12].[P:15](=O)([OH:18])([OH:17])[OH:16].P(Cl)(Cl)(Cl)=O, predict the reaction product. The product is: [CH:5]1[CH:6]=[N:1][CH:2]=[C:3]([CH2:7][C:8]([P:15]([OH:18])([OH:17])=[O:16])([P:11]([OH:14])([OH:13])=[O:12])[OH:10])[CH:4]=1. (7) Given the reactants [F:1][C:2]1[C:18]([F:19])=[C:17]([CH2:20][CH2:21][C:22](=[O:38])[C:23]2[S:24][C:25]([C:28]3[CH:33]=[CH:32][C:31]([C:34]([F:37])([F:36])[F:35])=[CH:30][CH:29]=3)=[CH:26][CH:27]=2)[CH:16]=[CH:15][C:3]=1[O:4][C:5]([CH3:14])([CH3:13])[C:6]([O:8]C(C)(C)C)=[O:7].FC(F)(F)C(O)=O, predict the reaction product. The product is: [F:1][C:2]1[C:18]([F:19])=[C:17]([CH2:20][CH2:21][C:22](=[O:38])[C:23]2[S:24][C:25]([C:28]3[CH:29]=[CH:30][C:31]([C:34]([F:35])([F:36])[F:37])=[CH:32][CH:33]=3)=[CH:26][CH:27]=2)[CH:16]=[CH:15][C:3]=1[O:4][C:5]([CH3:13])([CH3:14])[C:6]([OH:8])=[O:7].